From a dataset of Full USPTO retrosynthesis dataset with 1.9M reactions from patents (1976-2016). Predict the reactants needed to synthesize the given product. (1) Given the product [NH2:1][C:2]1[N:7]=[C:6]2[O:8][C:9]3[C:14]([CH2:15][C:5]2=[C:4]([NH2:17])[C:3]=1[C:18]#[N:19])=[CH:13][CH:12]=[C:11]([O:16][CH2:21][C:22]([OH:24])=[O:23])[CH:10]=3, predict the reactants needed to synthesize it. The reactants are: [NH2:1][C:2]1[N:7]=[C:6]2[O:8][C:9]3[C:14]([CH2:15][C:5]2=[C:4]([NH2:17])[C:3]=1[C:18]#[N:19])=[CH:13][CH:12]=[C:11]([OH:16])[CH:10]=3.Br[CH2:21][C:22]([OH:24])=[O:23].BrCCOCC. (2) Given the product [O:16]1[CH2:17][CH2:18][N:13]([C:2]2[CH:11]=[CH:10][C:9]3[C:4](=[C:5]([OH:12])[CH:6]=[CH:7][CH:8]=3)[N:3]=2)[CH2:14][CH2:15]1, predict the reactants needed to synthesize it. The reactants are: Cl[C:2]1[CH:11]=[CH:10][C:9]2[C:4](=[C:5]([OH:12])[CH:6]=[CH:7][CH:8]=2)[N:3]=1.[NH:13]1[CH2:18][CH2:17][O:16][CH2:15][CH2:14]1.